This data is from Forward reaction prediction with 1.9M reactions from USPTO patents (1976-2016). The task is: Predict the product of the given reaction. (1) Given the reactants [C:1](Cl)(=[O:9])[O:2][C:3]1[CH:8]=[CH:7][CH:6]=[CH:5][CH:4]=1.N1C=CC=CC=1.[CH3:17][N:18]1[CH:26]=[C:25]2[C:20]([CH:21]=[CH:22][C:23]([NH2:27])=[CH:24]2)=[N:19]1, predict the reaction product. The product is: [CH3:17][N:18]1[CH:26]=[C:25]2[C:20]([CH:21]=[CH:22][C:23]([NH:27][C:1](=[O:9])[O:2][C:3]3[CH:8]=[CH:7][CH:6]=[CH:5][CH:4]=3)=[CH:24]2)=[N:19]1. (2) Given the reactants [F:1][C:2]([F:12])([F:11])[C:3]1[CH:4]=[C:5]([CH:8]=[CH:9][CH:10]=1)[C:6]#[N:7].Cl.[NH2:14][OH:15].C(N(CC)CC)C, predict the reaction product. The product is: [OH:15]/[N:14]=[C:6](\[NH2:7])/[C:5]1[CH:8]=[CH:9][CH:10]=[C:3]([C:2]([F:1])([F:11])[F:12])[CH:4]=1. (3) Given the reactants C1CCN2C(=NCCC2)CC1.[Cl:12][C:13]1[CH:18]=[CH:17][C:16]([CH2:19][C:20]#[N:21])=[CH:15][CH:14]=1.[CH2:22]([O:24][C:25](=[O:31])[C:26](OCC)=[O:27])[CH3:23].Cl, predict the reaction product. The product is: [Cl:12][C:13]1[CH:18]=[CH:17][C:16]([CH:19]([C:20]#[N:21])[C:26](=[O:27])[C:25]([O:24][CH2:22][CH3:23])=[O:31])=[CH:15][CH:14]=1. (4) Given the reactants FC(F)(F)C(O)=O.C([O:15][C:16]1[CH:25]=[C:24]2[C:19]([C:20]([O:26][C:27]3[CH:33]=[CH:32][C:30]([NH2:31])=[CH:29][CH:28]=3)=[CH:21][CH:22]=[N:23]2)=[CH:18][C:17]=1[O:34][CH3:35])C1C=CC=CC=1, predict the reaction product. The product is: [NH2:31][C:30]1[CH:32]=[CH:33][C:27]([O:26][C:20]2[C:19]3[C:24](=[CH:25][C:16]([OH:15])=[C:17]([O:34][CH3:35])[CH:18]=3)[N:23]=[CH:22][CH:21]=2)=[CH:28][CH:29]=1. (5) Given the reactants [C:1](=[O:4])([O-:3])[O-:2].[Cs+].[Cs+].[NH2:7][C:8](=[O:51])[C:9]([CH3:50])([CH3:49])[CH2:10][NH:11][C:12]([C@H:14]([CH:46]([CH3:48])[CH3:47])[CH2:15][C@@H:16]1[O:20][CH2:19][N:18]([C:21]([O:23][CH2:24]Cl)=[O:22])[C@H:17]1[CH2:26][C@H:27]([CH2:31][C:32]1[CH:37]=[CH:36][C:35]([O:38][CH3:39])=[C:34]([O:40][CH2:41][CH2:42][CH2:43][O:44][CH3:45])[CH:33]=1)[CH:28]([CH3:30])[CH3:29])=[O:13], predict the reaction product. The product is: [NH2:7][C:8](=[O:51])[C:9]([CH3:50])([CH3:49])[CH2:10][NH:11][C:12]([C@H:14]([CH:46]([CH3:48])[CH3:47])[CH2:15][C@@H:16]1[O:20][CH2:19][N:18]([C:21]([O:23][CH2:24][O:4][C:1]([O:3][CH2:8][CH:9]([CH3:49])[CH3:10])=[O:2])=[O:22])[C@H:17]1[CH2:26][C@H:27]([CH2:31][C:32]1[CH:37]=[CH:36][C:35]([O:38][CH3:39])=[C:34]([O:40][CH2:41][CH2:42][CH2:43][O:44][CH3:45])[CH:33]=1)[CH:28]([CH3:30])[CH3:29])=[O:13]. (6) The product is: [CH3:29][O:28][C:27](=[O:30])[CH2:16][C:14]1[CH:13]=[C:12]([C:17]2[CH:18]=[CH:19][C:20]([C:23]([F:24])([F:25])[F:26])=[CH:21][CH:22]=2)[N:11]=[C:10]([Cl:9])[CH:15]=1. Given the reactants [Li+].CC([N-]C(C)C)C.[Cl:9][C:10]1[CH:15]=[C:14]([CH3:16])[CH:13]=[C:12]([C:17]2[CH:22]=[CH:21][C:20]([C:23]([F:26])([F:25])[F:24])=[CH:19][CH:18]=2)[N:11]=1.[C:27](=O)([O:30]C)[O:28][CH3:29], predict the reaction product. (7) Given the reactants Br[C:2]1(Br)[C:10]2[C:5](=[CH:6][C:7]([Cl:11])=[CH:8][CH:9]=2)[NH:4][C:3]1=[O:12].C[OH:15], predict the reaction product. The product is: [Cl:11][C:7]1[CH:6]=[C:5]2[C:10]([C:2](=[O:15])[C:3](=[O:12])[NH:4]2)=[CH:9][CH:8]=1. (8) Given the reactants [Cl:1][C:2]1[N:7]=[C:6]([C:8]2[S:12][C:11]([CH:13]([CH3:15])[CH3:14])=[N:10][C:9]=2[C:16]2[C:17]([O:29][CH3:30])=[C:18]([NH:22]C(=O)OCC=C)[CH:19]=[CH:20][CH:21]=2)[CH:5]=[CH:4][N:3]=1.C(O)(=O)C.C([SnH](CCCC)CCCC)CCC, predict the reaction product. The product is: [Cl:1][C:2]1[N:7]=[C:6]([C:8]2[S:12][C:11]([CH:13]([CH3:15])[CH3:14])=[N:10][C:9]=2[C:16]2[C:17]([O:29][CH3:30])=[C:18]([CH:19]=[CH:20][CH:21]=2)[NH2:22])[CH:5]=[CH:4][N:3]=1. (9) Given the reactants [N:1]1[CH:6]=[CH:5][CH:4]=[CH:3][C:2]=1[CH2:7][C:8]([OH:10])=O.[CH2:11]([C@@H:18]1[NH:23][CH2:22][CH2:21][N:20]([C:24]2[CH:29]=[CH:28][C:27]([O:30][CH3:31])=[C:26]([O:32][CH:33]([F:35])[F:34])[CH:25]=2)[CH2:19]1)[C:12]1[CH:17]=[CH:16][CH:15]=[CH:14][CH:13]=1, predict the reaction product. The product is: [CH2:11]([C@H:18]1[CH2:19][N:20]([C:24]2[CH:29]=[CH:28][C:27]([O:30][CH3:31])=[C:26]([O:32][CH:33]([F:35])[F:34])[CH:25]=2)[CH2:21][CH2:22][N:23]1[C:8](=[O:10])[CH2:7][C:2]1[CH:3]=[CH:4][CH:5]=[CH:6][N:1]=1)[C:12]1[CH:13]=[CH:14][CH:15]=[CH:16][CH:17]=1.